Dataset: Reaction yield outcomes from USPTO patents with 853,638 reactions. Task: Predict the reaction yield, written as a fraction of the theoretical maximum amount of product (1.0 means a 100% yield; for example, 0.34 means a 34% yield). (1) The reactants are C(Cl)Cl.C(O)(C(F)(F)F)=O.C(OC([N:18]=[C:19]([N:21](C(OC(C)(C)C)=O)[O:22][CH2:23][CH2:24][NH:25][C:26](=[O:52])[CH2:27][C:28]1[C:33]([C:34]#[N:35])=[CH:32][CH:31]=[C:30]([NH:36][CH2:37][C:38]([F:50])([F:49])[C:39]2[CH:44]=[CH:43][CH:42]=[CH:41][C:40]=2[S:45]([CH3:48])(=[O:47])=[O:46])[C:29]=1[F:51])[NH2:20])=O)(C)(C)C. No catalyst specified. The product is [C:19]([NH:21][O:22][CH2:23][CH2:24][NH:25][C:26](=[O:52])[CH2:27][C:28]1[C:33]([C:34]#[N:35])=[CH:32][CH:31]=[C:30]([NH:36][CH2:37][C:38]([F:49])([F:50])[C:39]2[CH:44]=[CH:43][CH:42]=[CH:41][C:40]=2[S:45]([CH3:48])(=[O:47])=[O:46])[C:29]=1[F:51])(=[NH:18])[NH2:20]. The yield is 0.740. (2) The reactants are CS(C)=O.Cl[C:6]1[N:7]([CH2:29][CH:30]2[CH2:32][CH2:31]2)[C:8]2[C:13]([N:14]=1)=[C:12]([N:15]1[CH2:20][CH2:19][O:18][CH2:17][CH2:16]1)[N:11]=[C:10]([C:21]1[CH:22]=[N:23][C:24]([NH:27][CH3:28])=[N:25][CH:26]=1)[N:9]=2.[CH3:33][C@H:34]1[CH2:39][NH:38][CH2:37][C@@H:36]([CH3:40])[NH:35]1. The catalyst is ClCCl.CO. The product is [CH:30]1([CH2:29][N:7]2[C:6]([N:38]3[CH2:37][C@H:36]([CH3:40])[NH:35][C@H:34]([CH3:33])[CH2:39]3)=[N:14][C:13]3[C:8]2=[N:9][C:10]([C:21]2[CH:22]=[N:23][C:24]([NH:27][CH3:28])=[N:25][CH:26]=2)=[N:11][C:12]=3[N:15]2[CH2:20][CH2:19][O:18][CH2:17][CH2:16]2)[CH2:32][CH2:31]1. The yield is 0.890. (3) The reactants are [NH:1]1[CH:5]=[C:4]([C:6]([O:8][CH2:9][CH3:10])=[O:7])[CH:3]=[N:2]1.C([O-])([O-])=O.[K+].[K+].[CH:17]1[CH:22]=[CH:21][C:20]([CH2:23]Br)=[CH:19][CH:18]=1. The catalyst is CC#N. The product is [CH2:23]([N:1]1[CH:5]=[C:4]([C:6]([O:8][CH2:9][CH3:10])=[O:7])[CH:3]=[N:2]1)[C:20]1[CH:21]=[CH:22][CH:17]=[CH:18][CH:19]=1. The yield is 0.912. (4) The reactants are C1C=C(Cl)C=C(C(OO)=O)C=1.[Cl:12][C:13]1[CH:18]=[CH:17][CH:16]=[C:15]([Cl:19])[C:14]=1[N:20]1[CH:31]=[C:30]([NH:32][C:33](=[O:35])[CH3:34])[C:23]2[N:24]=[C:25](SC)[N:26]=[CH:27][C:22]=2[C:21]1=[O:36].CCN(C(C)C)C(C)C.[NH2:46][C:47]1[CH:52]=[CH:51][C:50]([N:53]2[CH2:58][CH2:57][N:56]([C:59]([O:61][C:62]([CH3:65])([CH3:64])[CH3:63])=[O:60])[CH2:55][CH2:54]2)=[CH:49][CH:48]=1. The catalyst is C(Cl)Cl.C1(C)C=CC=CC=1. The product is [C:33]([NH:32][C:30]1[C:23]2[N:24]=[C:25]([NH:46][C:47]3[CH:52]=[CH:51][C:50]([N:53]4[CH2:58][CH2:57][N:56]([C:59]([O:61][C:62]([CH3:65])([CH3:64])[CH3:63])=[O:60])[CH2:55][CH2:54]4)=[CH:49][CH:48]=3)[N:26]=[CH:27][C:22]=2[C:21](=[O:36])[N:20]([C:14]2[C:13]([Cl:12])=[CH:18][CH:17]=[CH:16][C:15]=2[Cl:19])[CH:31]=1)(=[O:35])[CH3:34]. The yield is 0.290. (5) The reactants are [CH3:1][N:2]1[C:6](=[O:7])[C:5](=O)[NH:4][C:3]1=[O:9].N1C=CN=C1.C(N(CC)CC)C.Cl[Si](C)(C)C.[CH2:27]([NH2:34])[C:28]1[CH:33]=[CH:32][CH:31]=[CH:30][CH:29]=1. The catalyst is C(Cl)(Cl)Cl.O. The product is [CH2:27]([NH:34][C:5]1[C:6](=[O:7])[N:2]([CH3:1])[C:3](=[O:9])[N:4]=1)[C:28]1[CH:33]=[CH:32][CH:31]=[CH:30][CH:29]=1. The yield is 0.620. (6) The reactants are S([O-])([O-])=O.[Na+:5].[Na+].[F:7][C:8]([F:17])([F:16])[C:9]([F:15])([F:14])[S:10](F)(=[O:12])=[O:11].C(=O)([O-])[O-].[Na+].[Na+]. The catalyst is O. The product is [F:7][C:8]([F:17])([F:16])[C:9]([F:15])([F:14])[S:10]([O-:12])=[O:11].[Na+:5]. The yield is 0.900. (7) The reactants are [CH:1]1([CH2:4][N:5]2[C:9]3[CH:10]=[CH:11][C:12]([N:14](C)[C:15](=O)C)=[CH:13][C:8]=3[N:7]=[C:6]2[CH:19]([C:21]2[CH:26]=[CH:25][C:24]([O:27][CH2:28][CH3:29])=[CH:23][CH:22]=2)[CH3:20])[CH2:3][CH2:2]1.[OH-].[K+]. The catalyst is CCO. The product is [CH:1]1([CH2:4][N:5]2[C:9]3[CH:10]=[CH:11][C:12]([NH:14][CH3:15])=[CH:13][C:8]=3[N:7]=[C:6]2[CH:19]([C:21]2[CH:22]=[CH:23][C:24]([O:27][CH2:28][CH3:29])=[CH:25][CH:26]=2)[CH3:20])[CH2:3][CH2:2]1. The yield is 0.990. (8) The reactants are [Cl:1][C:2]1[CH:37]=[CH:36][C:5]([CH2:6][CH2:7][NH:8][C:9]([C:11]2[CH:35]=[CH:34][C:14]([O:15][C:16]3[C:21]([C:22]4[CH:27]=[CH:26][CH:25]=[CH:24][CH:23]=4)=[CH:20][C:19]([CH2:28][C:29]([O:31]CC)=[O:30])=[CH:18][CH:17]=3)=[CH:13][CH:12]=2)=[O:10])=[CH:4][CH:3]=1.[OH-].[Na+].O. The catalyst is O1CCOCC1.C(OCC)(=O)C.Cl. The product is [Cl:1][C:2]1[CH:37]=[CH:36][C:5]([CH2:6][CH2:7][NH:8][C:9]([C:11]2[CH:12]=[CH:13][C:14]([O:15][C:16]3[C:21]([C:22]4[CH:27]=[CH:26][CH:25]=[CH:24][CH:23]=4)=[CH:20][C:19]([CH2:28][C:29]([OH:31])=[O:30])=[CH:18][CH:17]=3)=[CH:34][CH:35]=2)=[O:10])=[CH:4][CH:3]=1. The yield is 0.169.